Dataset: Forward reaction prediction with 1.9M reactions from USPTO patents (1976-2016). Task: Predict the product of the given reaction. (1) Given the reactants [CH3:1][O:2][C:3]1[CH:43]=[CH:42][C:6]([CH2:7][N:8]([CH2:33][C:34]2[CH:39]=[CH:38][C:37]([O:40][CH3:41])=[CH:36][CH:35]=2)[C:9]2[N:14]=[C:13]([CH3:15])[N:12]=[C:11]([C:16]3[C:17]([NH:24][C:25]4[CH:26]=[N:27][C:28]([O:31][CH3:32])=[CH:29][CH:30]=4)=[N:18][CH:19]=[C:20]([CH:23]=3)[CH:21]=O)[N:10]=2)=[CH:5][CH:4]=1.C(O[BH-](OC(=O)C)OC(=O)C)(=O)C.[Na+].Cl.[NH:59]1[CH2:62][CH2:61][CH2:60]1.C(N(C(C)C)CC)(C)C, predict the reaction product. The product is: [N:59]1([CH2:21][C:20]2[CH:23]=[C:16]([C:11]3[N:12]=[C:13]([CH3:15])[N:14]=[C:9]([N:8]([CH2:7][C:6]4[CH:42]=[CH:43][C:3]([O:2][CH3:1])=[CH:4][CH:5]=4)[CH2:33][C:34]4[CH:39]=[CH:38][C:37]([O:40][CH3:41])=[CH:36][CH:35]=4)[N:10]=3)[C:17]([NH:24][C:25]3[CH:26]=[N:27][C:28]([O:31][CH3:32])=[CH:29][CH:30]=3)=[N:18][CH:19]=2)[CH2:62][CH2:61][CH2:60]1. (2) Given the reactants [N+:1]([C:4]1[C:13]([O:14][CH:15]2[CH2:20][CH2:19][O:18][CH2:17][CH2:16]2)=[CH:12][CH:11]=[CH:10][C:5]=1[C:6]([O:8][CH3:9])=[O:7])([O-])=O.C(OCC)(=O)C, predict the reaction product. The product is: [NH2:1][C:4]1[C:13]([O:14][CH:15]2[CH2:20][CH2:19][O:18][CH2:17][CH2:16]2)=[CH:12][CH:11]=[CH:10][C:5]=1[C:6]([O:8][CH3:9])=[O:7]. (3) The product is: [CH3:1][N:2]([CH3:16])[CH:3]1[CH2:15][C:7]2[C:8]3[CH:9]=[CH:10][N:11]([S:23]([C:17]4[CH:22]=[CH:21][CH:20]=[CH:19][CH:18]=4)(=[O:25])=[O:24])[C:12]=3[CH:13]=[CH:14][C:6]=2[CH2:5][CH2:4]1. Given the reactants [CH3:1][N:2]([CH3:16])[CH:3]1[CH2:15][C:7]2[C:8]3[CH:9]=[CH:10][NH:11][C:12]=3[CH:13]=[CH:14][C:6]=2[CH2:5][CH2:4]1.[C:17]1([S:23](Cl)(=[O:25])=[O:24])[CH:22]=[CH:21][CH:20]=[CH:19][CH:18]=1.CC([O-])(C)C.[K+], predict the reaction product. (4) Given the reactants [Cl:1][C:2]1[CH:20]=[CH:19][C:5]2[N:6](C(C3C=CC=CC=3)=O)[CH2:7][CH2:8][CH2:9][O:10][C:4]=2[CH:3]=1.Cl, predict the reaction product. The product is: [Cl:1][C:2]1[CH:20]=[CH:19][C:5]2[NH:6][CH2:7][CH2:8][CH2:9][O:10][C:4]=2[CH:3]=1. (5) Given the reactants OC1(C2C=CC=CC=2)CCN(C2N=CN(CC3SC(C(F)(F)F)=CC=3)C(=O)N=2)CC1.[Cl:31][C:32]1[CH:37]=[CH:36][C:35]([C:38]2(O)[CH2:43][CH2:42][N:41]([C:44]3[N:49]=[CH:48][N:47]([CH2:50][C:51]4[S:52][C:53]([C:56]([F:59])([F:58])[F:57])=[CH:54][CH:55]=4)[C:46](=[O:60])[N:45]=3)[CH2:40][CH2:39]2)=[CH:34][CH:33]=1, predict the reaction product. The product is: [Cl:31][C:32]1[CH:33]=[CH:34][C:35]([C:38]2[CH2:43][CH2:42][N:41]([C:44]3[N:49]=[CH:48][N:47]([CH2:50][C:51]4[S:52][C:53]([C:56]([F:57])([F:58])[F:59])=[CH:54][CH:55]=4)[C:46](=[O:60])[N:45]=3)[CH2:40][CH:39]=2)=[CH:36][CH:37]=1. (6) Given the reactants Cl.Br[C:3]1[CH:4]=[C:5]2[C:10](=[CH:11][CH:12]=1)[CH2:9][NH:8][CH2:7][CH2:6]2.[CH3:13][C@@H:14]1[CH2:18][CH2:17][CH2:16][N:15]1[CH2:19][CH2:20][C:21]1[CH:26]=[CH:25][C:24](B(O)O)=[CH:23][CH:22]=1.C1C=CC=CC=1.C(=O)(O)[O-].[Na+], predict the reaction product. The product is: [CH3:13][C@@H:14]1[CH2:18][CH2:17][CH2:16][N:15]1[CH2:19][CH2:20][C:21]1[CH:26]=[CH:25][C:24]([C:3]2[CH:4]=[C:5]3[C:10](=[CH:11][CH:12]=2)[CH2:9][NH:8][CH2:7][CH2:6]3)=[CH:23][CH:22]=1. (7) Given the reactants [N:1]1([C:10]([O:12][C:13]([CH3:16])([CH3:15])[CH3:14])=[O:11])[C:5]2=[CH:6][N:7]=[CH:8][CH:9]=[C:4]2[CH:3]=[CH:2]1.CCO, predict the reaction product. The product is: [N:1]1([C:10]([O:12][C:13]([CH3:16])([CH3:15])[CH3:14])=[O:11])[CH:5]2[CH2:6][NH:7][CH2:8][CH2:9][CH:4]2[CH2:3][CH2:2]1. (8) Given the reactants [CH3:1][CH2:2][N:3]([C:15]1[CH:20]=[CH:19][C:18](/[C:21](/[C:43]2[CH:48]=[CH:47][C:46]([NH:49][C:50]3[CH:55]=[CH:54][C:53]([O:56][CH2:57][CH3:58])=[CH:52][CH:51]=3)=[CH:45][CH:44]=2)=[C:22]2\[CH:23]=[CH:24][C:25]([CH:40]=[C:41]\2[CH3:42])=[N+:26]([CH2:29][C:30]2[CH:35]=[CH:34][CH:33]=[C:32]([S:36]([O-:39])(=[O:38])=[O:37])[CH:31]=2)[CH2:27][CH3:28])=[C:17]([CH3:59])[CH:16]=1)[CH2:4][C:5]1[CH:10]=[CH:9][CH:8]=[C:7]([S:11]([O-:14])(=[O:13])=[O:12])[CH:6]=1.[Na+].[P:61](=[O:65])([OH:64])([OH:63])[OH:62].O, predict the reaction product. The product is: [CH3:1][CH2:2][N:3]([C:15]1[CH:20]=[CH:19][C:18](/[C:21](/[C:43]2[CH:44]=[CH:45][C:46]([NH:49][C:50]3[CH:55]=[CH:54][C:53]([O:56][CH2:57][CH3:58])=[CH:52][CH:51]=3)=[CH:47][CH:48]=2)=[C:22]2/[CH:23]=[CH:24][C:25]([CH:40]=[C:41]/2[CH3:42])=[N+:26]([CH2:29][C:30]2[CH:35]=[CH:34][CH:33]=[C:32]([S:36]([OH:39])(=[O:37])=[O:38])[CH:31]=2)[CH2:27][CH3:28])=[C:17]([CH3:59])[CH:16]=1)[CH2:4][C:5]1[CH:10]=[CH:9][CH:8]=[C:7]([S:11]([OH:14])(=[O:13])=[O:12])[CH:6]=1.[P:61](=[O:62])([OH:65])([OH:64])[OH:63]. (9) Given the reactants [CH2:1]([CH:3]1[C:11]2[C:6](=[CH:7][CH:8]=[C:9]([C:12]3[N:16]([CH3:17])[C:15]([C:18]#[N:19])=[CH:14][CH:13]=3)[CH:10]=2)[NH:5][C:4]1=[O:20])[CH3:2].C(=O)=O, predict the reaction product. The product is: [CH2:1]([C@@H:3]1[C:11]2[C:6](=[CH:7][CH:8]=[C:9]([C:12]3[N:16]([CH3:17])[C:15]([C:18]#[N:19])=[CH:14][CH:13]=3)[CH:10]=2)[NH:5][C:4]1=[O:20])[CH3:2]. (10) The product is: [Cl:1][C:2]1[CH:3]=[CH:4][C:5]([C:25]#[N:26])=[C:6]([C:8]2[C:13]([O:14][CH3:15])=[CH:12][N:11]([CH:16]([CH2:20][CH2:21][O:22][CH3:23])[C:17]([NH:27][C:28]3[CH:37]=[CH:36][C:31]4[NH:32][C:33](=[O:35])[NH:34][C:30]=4[CH:29]=3)=[O:19])[C:10](=[O:24])[CH:9]=2)[CH:7]=1. Given the reactants [Cl:1][C:2]1[CH:3]=[CH:4][C:5]([C:25]#[N:26])=[C:6]([C:8]2[C:13]([O:14][CH3:15])=[CH:12][N:11]([CH:16]([CH2:20][CH2:21][O:22][CH3:23])[C:17]([OH:19])=O)[C:10](=[O:24])[CH:9]=2)[CH:7]=1.[NH2:27][C:28]1[CH:37]=[CH:36][C:31]2=[N:32][C:33](=[O:35])[N:34]=[C:30]2[CH:29]=1.CC(C)N=C=NC(C)C, predict the reaction product.